From a dataset of Blood-brain barrier permeability classification from the B3DB database. Regression/Classification. Given a drug SMILES string, predict its absorption, distribution, metabolism, or excretion properties. Task type varies by dataset: regression for continuous measurements (e.g., permeability, clearance, half-life) or binary classification for categorical outcomes (e.g., BBB penetration, CYP inhibition). Dataset: b3db_classification. The compound is O=C1NCCC[C@H]1N1C(=O)c2ccccc2S1(=O)=O. The result is 1 (penetrates BBB).